Dataset: Forward reaction prediction with 1.9M reactions from USPTO patents (1976-2016). Task: Predict the product of the given reaction. (1) Given the reactants C([O:4][CH:5]1[C:10]2[CH:11]=[CH:12][S:13][C:9]=2[CH2:8][CH2:7][CH2:6]1)(=O)C.[Br:14]N1C(=O)CCC1=O.O.[OH-].[Na+], predict the reaction product. The product is: [Br:14][C:12]1[S:13][C:9]2[CH2:8][CH2:7][CH2:6][CH:5]([OH:4])[C:10]=2[CH:11]=1. (2) Given the reactants [CH3:1][O:2][C:3]([C:5]1[CH:10]=[CH:9][C:8]([C:11]2[C:12]([CH3:43])([CH3:42])[C@H:13]3[C@:26]([CH3:29])([CH2:27][CH:28]=2)[C@@H:25]2[C@:16]([CH3:41])([C@@:17]4([CH3:40])[C@H:22]([CH2:23][CH2:24]2)[C@H:21]2[C@H:30]([C:33]5([CH3:36])[CH2:35][CH2:34]5)[CH2:31]C[C@]2(C(O)=O)[CH2:19][CH2:18]4)[CH2:15][CH2:14]3)=[CH:7][CH:6]=1)=[O:4].C([N:46]([CH2:49]C)[CH2:47][CH3:48])C.C1(P(N=[N+]=[N-])(C2C=CC=CC=2)=[O:58])C=CC=CC=1, predict the reaction product. The product is: [N:46]([C@:47]12[CH2:48][CH2:31][C@@H:30]([C:33]3([CH3:36])[CH2:34][CH2:35]3)[C@@H:21]1[C@@H:22]1[C@@:17]([CH3:40])([CH2:18][CH2:19]2)[C@@:16]2([CH3:41])[C@@H:25]([C@:26]3([CH3:29])[C@@H:13]([CH2:14][CH2:15]2)[C:12]([CH3:42])([CH3:43])[C:11]([C:8]2[CH:7]=[CH:6][C:5]([C:3]([O:2][CH3:1])=[O:4])=[CH:10][CH:9]=2)=[CH:28][CH2:27]3)[CH2:24][CH2:23]1)=[C:49]=[O:58]. (3) Given the reactants [F:1][C:2]1[CH:3]=[C:4]2[C:12](=[C:13]([S:15]([CH3:18])(=[O:17])=[O:16])[CH:14]=1)[NH:11][C:10]1[C@@H:9]([CH2:19][C:20]([O:22][CH3:23])=[O:21])[CH2:8][CH2:7][CH2:6][C:5]2=1.C1(P(C2C=CC=CC=2)C2C=CC=CC=2)C=CC=CC=1.[F:43][C:44]([F:55])([F:54])[C:45]1[CH:50]=[CH:49][C:48]([C@H:51](O)[CH3:52])=[CH:47][CH:46]=1.N(C(OC(C)(C)C)=O)=NC(OC(C)(C)C)=O, predict the reaction product. The product is: [CH3:23][O:22][C:20](=[O:21])[CH2:19][C@@H:9]1[C:10]2[N:11]([C@H:51]([C:48]3[CH:47]=[CH:46][C:45]([C:44]([F:43])([F:54])[F:55])=[CH:50][CH:49]=3)[CH3:52])[C:12]3[C:4](=[CH:3][C:2]([F:1])=[CH:14][C:13]=3[S:15]([CH3:18])(=[O:17])=[O:16])[C:5]=2[CH2:6][CH2:7][CH2:8]1. (4) Given the reactants [F:1][CH:2]([F:34])[C:3]1[C:7]([C:8]2[N:9](O)[C:10]3[C:16]4[CH:17]=[CH:18][N:19]=[CH:20][C:15]=4[NH:14][C:13]4[N:21]=[CH:22][CH:23]=[CH:24][C:12]=4[C:11]=3[N:25]=2)=[C:6]([CH3:27])[N:5]([CH:28]2[CH2:33][CH2:32][CH2:31][CH2:30][O:29]2)[N:4]=1.CN(C)C(=O)C.P(OC(C)C)(OC(C)C)OC(C)C, predict the reaction product. The product is: [F:34][CH:2]([F:1])[C:3]1[C:7]([C:8]2[NH:9][C:10]3[C:16]4[CH:17]=[CH:18][N:19]=[CH:20][C:15]=4[NH:14][C:13]4[N:21]=[CH:22][CH:23]=[CH:24][C:12]=4[C:11]=3[N:25]=2)=[C:6]([CH3:27])[N:5]([CH:28]2[CH2:33][CH2:32][CH2:31][CH2:30][O:29]2)[N:4]=1. (5) Given the reactants [CH:1]12[CH2:10][CH:5]3[CH2:6][CH:7]([CH2:9][CH:3]([CH2:4]3)[CH:2]1[NH:11][C:12]([N:14]1[CH2:19][CH2:18][C:17]3([C:27]4[C:22](=[CH:23][CH:24]=[CH:25][CH:26]=4)[N:21](C(OC(C)(C)C)=O)[CH2:20]3)[CH2:16][CH2:15]1)=[O:13])[CH2:8]2.FC(F)(F)C(O)=O, predict the reaction product. The product is: [CH:1]12[CH2:10][CH:5]3[CH2:6][CH:7]([CH2:9][CH:3]([CH2:4]3)[CH:2]1[NH:11][C:12]([N:14]1[CH2:15][CH2:16][C:17]3([C:27]4[C:22](=[CH:23][CH:24]=[CH:25][CH:26]=4)[NH:21][CH2:20]3)[CH2:18][CH2:19]1)=[O:13])[CH2:8]2. (6) Given the reactants [C:1]([O:5][C:6]([N:8]([CH2:25][C:26]1([C:30]2[C:35]([F:36])=[CH:34][CH:33]=[CH:32][N:31]=2)[CH2:29][CH2:28][CH2:27]1)[C:9]1[N:14]=[N:13][C:12]([CH:15]2[N:19]=[C:18]([O:20][CH3:21])[CH:17]([C:22](O)=[O:23])[S:16]2)=[CH:11][CH:10]=1)=[O:7])([CH3:4])([CH3:3])[CH3:2].C[N:38](C(ON1N=NC2C=CC=NC1=2)=[N+](C)C)C.F[P-](F)(F)(F)(F)F.C1C=NC2N(O)N=NC=2C=1.CCN(C(C)C)C(C)C.[Cl-].[NH4+], predict the reaction product. The product is: [C:22]([CH:17]1[S:16][CH:15]([C:12]2[N:13]=[N:14][C:9]([N:8]([CH2:25][C:26]3([C:30]4[C:35]([F:36])=[CH:34][CH:33]=[CH:32][N:31]=4)[CH2:27][CH2:28][CH2:29]3)[C:6](=[O:7])[O:5][C:1]([CH3:4])([CH3:2])[CH3:3])=[CH:10][CH:11]=2)[N:19]=[C:18]1[O:20][CH3:21])(=[O:23])[NH2:38].